This data is from Catalyst prediction with 721,799 reactions and 888 catalyst types from USPTO. The task is: Predict which catalyst facilitates the given reaction. (1) Reactant: [Cl:1][C:2]1[N:7]=[CH:6][C:5]([NH:8][C:9]([C:11]2[S:12][CH:13]=[C:14]([CH3:29])[C:15]=2[NH:16][C:17]([CH:19]2[CH2:24][CH2:23][CH:22]([C:25]([F:28])([F:27])[F:26])[CH2:21][CH2:20]2)=O)=[O:10])=[CH:4][CH:3]=1. Product: [Cl:1][C:2]1[N:7]=[CH:6][C:5]([N:8]2[C:9](=[O:10])[C:11]3[S:12][CH:13]=[C:14]([CH3:29])[C:15]=3[N:16]=[C:17]2[C@H:19]2[CH2:24][CH2:23][C@@H:22]([C:25]([F:28])([F:27])[F:26])[CH2:21][CH2:20]2)=[CH:4][CH:3]=1. The catalyst class is: 265. (2) Reactant: [Cl:1][C:2]1[CH:11]=[CH:10][C:9]2[C:8](=[O:12])[N:7]([C:13]([O:15][CH3:16])=[O:14])[CH2:6][CH2:5][C:4]=2[N:3]=1. Product: [Cl:1][C:2]1[CH:11]=[CH:10][C:9]2[CH:8]([OH:12])[N:7]([C:13]([O:15][CH3:16])=[O:14])[CH2:6][CH2:5][C:4]=2[N:3]=1. The catalyst class is: 1. (3) Product: [S:19]1[CH:20]=[CH:21][CH:22]=[C:18]1[CH2:17][NH:9][CH2:8][C:6]1[NH:7][C:2](=[O:1])[C:3]2[CH2:26][O:25][CH2:24][CH2:23][C:4]=2[N:5]=1. Reactant: [O:1]=[C:2]1[NH:7][C:6]([CH2:8][N:9]([CH2:17][C:18]2[S:19][CH:20]=[CH:21][CH:22]=2)C(=O)OC(C)(C)C)=[N:5][C:4]2[CH2:23][CH2:24][O:25][CH2:26][C:3]1=2.Cl. The catalyst class is: 5.